From a dataset of Forward reaction prediction with 1.9M reactions from USPTO patents (1976-2016). Predict the product of the given reaction. (1) Given the reactants [C:1](OC(=O)NC(C1C=CC(CNC([C@H]2N3C(=O)C(NCC4C=CC=CC=4)=CN=C3CC2)=O)=CC=1)=N)(C)([CH3:3])[CH3:2].[CH2:39]([O:46][C:47](=[O:87])[N:48]([CH2:84][CH:85]=[CH2:86])[C:49]1[C:54](=[O:55])[N:53]2[C@H:56]([C:61](=[O:83])[NH:62][CH2:63][C:64]3[CH:69]=[CH:68][C:67]([C:70]([NH:72][C:73]([O:75][CH2:76][C:77]4[CH:82]=[CH:81][CH:80]=[CH:79][CH:78]=4)=[O:74])=[NH:71])=[CH:66][CH:65]=3)[CH2:57][C@:58]([NH2:60])([CH3:59])[C:52]2=[N:51][CH:50]=1)[C:40]1[CH:45]=[CH:44][CH:43]=[CH:42][CH:41]=1.CC(C)=O.[BH-](OC(C)=O)(OC(C)=O)OC(C)=O.[Na+], predict the reaction product. The product is: [CH2:39]([O:46][C:47](=[O:87])[N:48]([CH2:84][CH:85]=[CH2:86])[C:49]1[C:54](=[O:55])[N:53]2[C@H:56]([C:61](=[O:83])[NH:62][CH2:63][C:64]3[CH:69]=[CH:68][C:67]([C:70]([NH:72][C:73]([O:75][CH2:76][C:77]4[CH:78]=[CH:79][CH:80]=[CH:81][CH:82]=4)=[O:74])=[NH:71])=[CH:66][CH:65]=3)[CH2:57][C@:58]([NH:60][CH:1]([CH3:3])[CH3:2])([CH3:59])[C:52]2=[N:51][CH:50]=1)[C:40]1[CH:45]=[CH:44][CH:43]=[CH:42][CH:41]=1. (2) Given the reactants Br[CH2:2][C:3]1[C:4]([Cl:11])=[N:5][C:6]([Cl:10])=[CH:7][C:8]=1[CH3:9].Cl.[NH2:13][CH2:14][CH:15]([CH:17]1[CH2:21][CH2:20][CH2:19][O:18]1)[OH:16], predict the reaction product. The product is: [Cl:11][C:4]1[C:3]([CH2:2][NH:13][CH2:14][CH:15]([CH:17]2[CH2:21][CH2:20][CH2:19][O:18]2)[OH:16])=[C:8]([CH3:9])[CH:7]=[C:6]([Cl:10])[N:5]=1. (3) Given the reactants [NH:1]1[CH2:6][CH2:5][C:4]2([O:11][C:10]3[C:12]4[C:17]([C:18](=[O:21])[C:19](=[O:20])[C:9]=3[S:8][CH2:7]2)=[CH:16][CH:15]=[CH:14][CH:13]=4)[CH2:3][CH2:2]1.Br[CH2:23][CH:24]([CH3:26])[CH3:25], predict the reaction product. The product is: [CH2:23]([N:1]1[CH2:2][CH2:3][C:4]2([O:11][C:10]3[C:12]4[C:17]([C:18](=[O:21])[C:19](=[O:20])[C:9]=3[S:8][CH2:7]2)=[CH:16][CH:15]=[CH:14][CH:13]=4)[CH2:5][CH2:6]1)[CH:24]([CH3:26])[CH3:25]. (4) The product is: [F:19][C:2]([F:18])([F:1])[C:3]1[N:4]=[C:5]([C:8]2[C:9]3[CH2:17][CH2:16][CH2:15][CH2:14][C:10]=3[S:11][C:12]=2[NH:13][C:28]([C:20]2[CH2:24][CH2:23][CH2:22][C:21]=2[C:25]([OH:27])=[O:26])=[O:29])[S:6][CH:7]=1. Given the reactants [F:1][C:2]([F:19])([F:18])[C:3]1[N:4]=[C:5]([C:8]2[C:9]3[CH2:17][CH2:16][CH2:15][CH2:14][C:10]=3[S:11][C:12]=2[NH2:13])[S:6][CH:7]=1.[C:20]12[C:28](=[O:29])[O:27][C:25](=[O:26])[C:21]=1[CH2:22][CH2:23][CH2:24]2, predict the reaction product. (5) Given the reactants [OH:1][C:2]1[CH:9]=[CH:8][C:5]([CH:6]=[O:7])=[CH:4][C:3]=1[CH3:10].[F:11][C:12]([F:25])([F:24])[S:13](O[S:13]([C:12]([F:25])([F:24])[F:11])(=[O:15])=[O:14])(=[O:15])=[O:14], predict the reaction product. The product is: [CH:6]([C:5]1[CH:8]=[CH:9][C:2]([O:1][S:13]([C:12]([F:25])([F:24])[F:11])(=[O:15])=[O:14])=[C:3]([CH3:10])[CH:4]=1)=[O:7].